This data is from Forward reaction prediction with 1.9M reactions from USPTO patents (1976-2016). The task is: Predict the product of the given reaction. (1) Given the reactants C1(P(C2C=CC=CC=2)C2C=CC=CC=2)C=CC=CC=1.BrN1C(=O)CCC1=O.[CH:28]1([CH2:33][CH:34]([C:38]2[CH:43]=[CH:42][C:41]([S:44]([CH3:47])(=[O:46])=[O:45])=[CH:40][CH:39]=2)[C:35]([OH:37])=O)[CH2:32][CH2:31][CH2:30][CH2:29]1.[NH2:48][C:49]1[CH:54]=[CH:53][C:52]([CH3:55])=[CH:51][N:50]=1, predict the reaction product. The product is: [CH:28]1([CH2:33][CH:34]([C:38]2[CH:43]=[CH:42][C:41]([S:44]([CH3:47])(=[O:46])=[O:45])=[CH:40][CH:39]=2)[C:35]([NH:48][C:49]2[CH:54]=[CH:53][C:52]([CH3:55])=[CH:51][N:50]=2)=[O:37])[CH2:29][CH2:30][CH2:31][CH2:32]1. (2) Given the reactants [CH3:1][C:2]1([CH3:23])[S:6][C:5](=[O:7])[N:4]([CH2:8][C:9]2[CH:14]=[CH:13][CH:12]=[CH:11][C:10]=2[NH:15][S:16]([C:19]([F:22])([F:21])[F:20])(=[O:18])=[O:17])[CH2:3]1.C(=O)(O)[O-].[Na+].Cl[C:30]([O:32][CH2:33][CH:34]([CH3:36])[CH3:35])=[O:31], predict the reaction product. The product is: [CH2:33]([O:32][C:30]([N:15]([C:10]1[CH:11]=[CH:12][CH:13]=[CH:14][C:9]=1[CH2:8][N:4]1[CH2:3][C:2]([CH3:23])([CH3:1])[S:6][C:5]1=[O:7])[S:16]([C:19]([F:22])([F:20])[F:21])(=[O:18])=[O:17])=[O:31])[CH:34]([CH3:36])[CH3:35].